This data is from Full USPTO retrosynthesis dataset with 1.9M reactions from patents (1976-2016). The task is: Predict the reactants needed to synthesize the given product. (1) Given the product [CH3:1][O:2][C:3]1[CH:8]=[CH:7][CH:6]=[CH:5][C:4]=1[C:9]1[S:10][CH:11]=[C:12]([NH:33][C:53]([NH:49][C:47]2[CH:46]=[CH:45][CH:44]=[C:43]([CH2:42][N:36]3[CH2:37][CH2:38][CH2:39][CH2:40][CH2:41]3)[N:48]=2)=[O:54])[N:13]=1, predict the reactants needed to synthesize it. The reactants are: [CH3:1][O:2][C:3]1[CH:8]=[CH:7][CH:6]=[CH:5][C:4]=1[C:9]1[S:10][CH:11]=[C:12](C(O)=O)[N:13]=1.P([N:33]=[N+]=[N-])(OC1C=CC=CC=1)(OC1C=CC=CC=1)=O.[N:36]1([CH2:42][C:43]2[N:48]=[C:47]([NH2:49])[CH:46]=[CH:45][CH:44]=2)[CH2:41][CH2:40][CH2:39][CH2:38][CH2:37]1.CCO[C:53](C)=[O:54]. (2) Given the product [NH2:1][C:2]1[CH:10]=[C:9]([N+:11]([O-:13])=[O:12])[CH:8]=[CH:7][C:3]=1[CH2:4][OH:5], predict the reactants needed to synthesize it. The reactants are: [NH2:1][C:2]1[CH:10]=[C:9]([N+:11]([O-:13])=[O:12])[CH:8]=[CH:7][C:3]=1[C:4](O)=[O:5].B.C1COCC1.O.Cl.